Predict which catalyst facilitates the given reaction. From a dataset of Catalyst prediction with 721,799 reactions and 888 catalyst types from USPTO. (1) Reactant: Br[C:2]1[CH:8]=[CH:7][C:5]([NH2:6])=[C:4]([F:9])[CH:3]=1.[B:10]1([B:10]2[O:14][C:13]([CH3:16])([CH3:15])[C:12]([CH3:18])([CH3:17])[O:11]2)[O:14][C:13]([CH3:16])([CH3:15])[C:12]([CH3:18])([CH3:17])[O:11]1.C([O-])(=O)C.[K+]. Product: [F:9][C:4]1[CH:3]=[C:2]([B:10]2[O:14][C:13]([CH3:16])([CH3:15])[C:12]([CH3:18])([CH3:17])[O:11]2)[CH:8]=[CH:7][C:5]=1[NH2:6]. The catalyst class is: 75. (2) Reactant: C([Si](C)(C)[O:6][CH2:7][C@H:8]([NH:15][S@@](C(C)(C)C)=O)[C:9]1[S:10][C:11]([CH3:14])=[CH:12][N:13]=1)(C)(C)C.[ClH:24].O1CCOCC1. Product: [ClH:24].[NH2:15][C@H:8]([C:9]1[S:10][C:11]([CH3:14])=[CH:12][N:13]=1)[CH2:7][OH:6]. The catalyst class is: 5.